Dataset: Catalyst prediction with 721,799 reactions and 888 catalyst types from USPTO. Task: Predict which catalyst facilitates the given reaction. Reactant: Br[C:2]1[CH:3]=[CH:4][C:5]2[O:11][CH2:10][CH2:9][N:8]3[CH:12]=[C:13]([C:15]4[N:19]([CH:20]([CH3:22])[CH3:21])[N:18]=[CH:17][N:16]=4)[N:14]=[C:7]3[C:6]=2[CH:23]=1.[C:24]1(B(O)O)[CH:29]=[CH:28][CH:27]=[CH:26][CH:25]=1.C([O-])([O-])=O.[Cs+].[Cs+].O. Product: [CH:20]([N:19]1[C:15]([C:13]2[N:14]=[C:7]3[C:6]4[CH:23]=[C:2]([C:24]5[CH:29]=[CH:28][CH:27]=[CH:26][CH:25]=5)[CH:3]=[CH:4][C:5]=4[O:11][CH2:10][CH2:9][N:8]3[CH:12]=2)=[N:16][CH:17]=[N:18]1)([CH3:22])[CH3:21]. The catalyst class is: 12.